This data is from Peptide-MHC class II binding affinity with 134,281 pairs from IEDB. The task is: Regression. Given a peptide amino acid sequence and an MHC pseudo amino acid sequence, predict their binding affinity value. This is MHC class II binding data. (1) The peptide sequence is CHATFTMRLLSPVRV. The MHC is DRB1_0701 with pseudo-sequence DRB1_0701. The binding affinity (normalized) is 0.905. (2) The binding affinity (normalized) is 0.565. The MHC is DRB1_0101 with pseudo-sequence DRB1_0101. The peptide sequence is MSKLAVECKSASDVL. (3) The peptide sequence is YKFIPSLEAAVKQAY. The MHC is HLA-DPA10201-DPB11401 with pseudo-sequence HLA-DPA10201-DPB11401. The binding affinity (normalized) is 0.477. (4) The peptide sequence is ADLGYGPATPAAPAA. The MHC is DRB1_1501 with pseudo-sequence DRB1_1501. The binding affinity (normalized) is 0.344. (5) The peptide sequence is KKGAGGITIKKTGQA. The MHC is DRB1_1501 with pseudo-sequence DRB1_1501. The binding affinity (normalized) is 0.229. (6) The peptide sequence is AYVYFASDASTYTTG. The MHC is DRB1_0401 with pseudo-sequence DRB1_0401. The binding affinity (normalized) is 0.759. (7) The peptide sequence is RGLSSRKRRSHDVLT. The MHC is HLA-DQA10501-DQB10402 with pseudo-sequence HLA-DQA10501-DQB10402. The binding affinity (normalized) is 0. (8) The peptide sequence is ILPNTLVLDFCDDAL. The MHC is DRB1_1602 with pseudo-sequence DRB1_1602. The binding affinity (normalized) is 0.258. (9) The peptide sequence is VAVGLRVVCAKY. The MHC is DRB3_0101 with pseudo-sequence DRB3_0101. The binding affinity (normalized) is 0.